From a dataset of Catalyst prediction with 721,799 reactions and 888 catalyst types from USPTO. Predict which catalyst facilitates the given reaction. (1) Reactant: [Br:1][C:2]1[CH:7]=[C:6]([N+:8]([O-])=O)[CH:5]=[CH:4][C:3]=1[CH2:11][C:12]#[N:13].O.O.[Sn](Cl)Cl.C(=O)(O)[O-].[Na+].C(=O)(O)[O-]. Product: [NH2:8][C:6]1[CH:5]=[CH:4][C:3]([CH2:11][C:12]#[N:13])=[C:2]([Br:1])[CH:7]=1. The catalyst class is: 84. (2) Reactant: [CH:1]([C:3]1[CH:13]=[CH:12][C:6]([C:7]([O:9][CH2:10][CH3:11])=[O:8])=[CH:5][C:4]=1[N+:14]([O-:16])=[O:15])=O.C1(P(=[CH:36][C:37]([O:39][CH3:40])=[O:38])(C2C=CC=CC=2)C2C=CC=CC=2)C=CC=CC=1. Product: [CH3:40][O:39][C:37](=[O:38])/[CH:36]=[CH:1]/[C:3]1[CH:13]=[CH:12][C:6]([C:7]([O:9][CH2:10][CH3:11])=[O:8])=[CH:5][C:4]=1[N+:14]([O-:16])=[O:15]. The catalyst class is: 11. (3) Reactant: Br[C:2]1[CH:3]=[C:4]([C@@H:8]([NH:10][C:11]([C:13]2[CH:14]=[C:15]3[C:19](=[CH:20][CH:21]=2)[N:18]([CH2:22][C:23]2[CH:28]=[CH:27][C:26]([C:29]4[C:30]([C:35]([O:37][C:38]([CH3:41])([CH3:40])[CH3:39])=[O:36])=[CH:31][CH:32]=[CH:33][CH:34]=4)=[CH:25][CH:24]=2)[C:17]([CH3:42])=[C:16]3[CH3:43])=[O:12])[CH3:9])[CH:5]=[CH:6][CH:7]=1.[CH:44]1(B(O)O)[CH2:46][CH2:45]1.P([O-])([O-])([O-])=O.[K+].[K+].[K+].O. Product: [CH:44]1([C:2]2[CH:3]=[C:4]([C@@H:8]([NH:10][C:11]([C:13]3[CH:14]=[C:15]4[C:19](=[CH:20][CH:21]=3)[N:18]([CH2:22][C:23]3[CH:24]=[CH:25][C:26]([C:29]5[C:30]([C:35]([O:37][C:38]([CH3:40])([CH3:39])[CH3:41])=[O:36])=[CH:31][CH:32]=[CH:33][CH:34]=5)=[CH:27][CH:28]=3)[C:17]([CH3:42])=[C:16]4[CH3:43])=[O:12])[CH3:9])[CH:5]=[CH:6][CH:7]=2)[CH2:46][CH2:45]1. The catalyst class is: 164. (4) Reactant: [CH3:1][O:2][CH2:3][CH2:4][O:5][C:6]1[CH:11]=[CH:10][C:9]([C:12]2[C:13]3[CH:20]=[C:19]([CH2:21][O:22][C:23]4[N:28]=[CH:27][C:26]([CH:29]([C:36]#[C:37][CH3:38])[CH2:30][C:31]([O:33]CC)=[O:32])=[CH:25][CH:24]=4)[CH:18]=[CH:17][C:14]=3[S:15][CH:16]=2)=[C:8]([CH3:39])[CH:7]=1.[Li+].[OH-].Cl. Product: [CH3:1][O:2][CH2:3][CH2:4][O:5][C:6]1[CH:11]=[CH:10][C:9]([C:12]2[C:13]3[CH:20]=[C:19]([CH2:21][O:22][C:23]4[N:28]=[CH:27][C:26]([CH:29]([C:36]#[C:37][CH3:38])[CH2:30][C:31]([OH:33])=[O:32])=[CH:25][CH:24]=4)[CH:18]=[CH:17][C:14]=3[S:15][CH:16]=2)=[C:8]([CH3:39])[CH:7]=1. The catalyst class is: 14. (5) Reactant: [Cl:1][C:2]1[CH:7]=[CH:6][C:5]([C:8]2[CH:13]=[CH:12][CH:11]=[CH:10][C:9]=2[CH:14]([NH:16][S:17]([C:20]2[CH:25]=[CH:24][CH:23]=[C:22]([O:26][CH3:27])[CH:21]=2)(=[O:19])=[O:18])[CH3:15])=[C:4](F)[CH:3]=1.C(=O)([O-])[O-].[K+].[K+]. Product: [Cl:1][C:2]1[CH:7]=[CH:6][C:5]2[C:8]3[C:9]([CH:14]([CH3:15])[N:16]([S:17]([C:20]4[CH:25]=[CH:24][CH:23]=[C:22]([O:26][CH3:27])[CH:21]=4)(=[O:19])=[O:18])[C:4]=2[CH:3]=1)=[CH:10][CH:11]=[CH:12][CH:13]=3. The catalyst class is: 9. (6) Product: [CH:1]1([NH:4][C:5](=[O:29])[C:6]2[CH:11]=[CH:10][C:9]([C:12]3[N:16]4[CH:17]=[C:18]([C:23]5[CH:28]=[CH:27][CH:26]=[CH:25][CH:24]=5)[N:19]=[C:20]([S:21]([CH3:22])=[O:38])[C:15]4=[N:14][CH:13]=3)=[CH:8][CH:7]=2)[CH2:3][CH2:2]1. The catalyst class is: 4. Reactant: [CH:1]1([NH:4][C:5](=[O:29])[C:6]2[CH:11]=[CH:10][C:9]([C:12]3[N:16]4[CH:17]=[C:18]([C:23]5[CH:28]=[CH:27][CH:26]=[CH:25][CH:24]=5)[N:19]=[C:20]([S:21][CH3:22])[C:15]4=[N:14][CH:13]=3)=[CH:8][CH:7]=2)[CH2:3][CH2:2]1.ClC1C=C(C(OO)=[O:38])C=CC=1. (7) Reactant: COC[O:4][C:5]1[CH:10]=[C:9]([CH2:11][CH2:12][CH3:13])[CH:8]=[CH:7][C:6]=1[CH:14](O)[CH2:15][CH3:16].C([SiH](CC)CC)C.FC(F)(F)C(O)=O.O. Product: [CH2:14]([C:6]1[CH:7]=[CH:8][C:9]([CH2:11][CH2:12][CH3:13])=[CH:10][C:5]=1[OH:4])[CH2:15][CH3:16]. The catalyst class is: 2. (8) Reactant: Cl.[CH2:2]([O:4][C:5](=[O:9])[CH:6]([CH3:8])[NH2:7])[CH3:3].[S:10]1[CH:14]=[CH:13][CH:12]=[C:11]1[C:15](O)=[O:16].Cl.CN(C)CCCN=C=NCC.O.ON1C2C=CC=CC=2N=N1.C(N(CC)C(C)C)(C)C. Product: [S:10]1[CH:14]=[CH:13][CH:12]=[C:11]1[C:15]([NH:7][CH:6]([CH3:8])[C:5]([O:4][CH2:2][CH3:3])=[O:9])=[O:16]. The catalyst class is: 795.